From a dataset of Full USPTO retrosynthesis dataset with 1.9M reactions from patents (1976-2016). Predict the reactants needed to synthesize the given product. (1) Given the product [Cl:7][C:8]1[CH:9]=[C:10]([CH2:14][C:15]([NH:1][C@H:2]([C:4]([OH:6])=[O:5])[CH3:3])=[O:16])[CH:11]=[CH:12][CH:13]=1, predict the reactants needed to synthesize it. The reactants are: [NH2:1][C@H:2]([C:4]([OH:6])=[O:5])[CH3:3].[Cl:7][C:8]1[CH:9]=[C:10]([CH2:14][C:15](O)=[O:16])[CH:11]=[CH:12][CH:13]=1. (2) Given the product [Cl:10][C:8]1[CH:7]=[CH:6][C:5]([O:11][CH3:12])=[C:4]([CH2:3][OH:2])[CH:9]=1, predict the reactants needed to synthesize it. The reactants are: C[O:2][C:3](=O)[C:4]1[CH:9]=[C:8]([Cl:10])[CH:7]=[CH:6][C:5]=1[O:11][CH3:12].[H-].[Al+3].[Li+].[H-].[H-].[H-].